From a dataset of Forward reaction prediction with 1.9M reactions from USPTO patents (1976-2016). Predict the product of the given reaction. (1) Given the reactants [NH2:1][C:2]1[C:7](=[O:8])[CH:6]=[CH:5][N:4]([CH2:9][O:10][CH2:11][CH2:12][Si:13]([CH3:16])([CH3:15])[CH3:14])[C:3]=1[NH:17][CH2:18][C:19]([F:28])([F:27])[C:20]1[CH:25]=[CH:24][CH:23]=[CH:22][N+:21]=1[O-:26].N1([C:34]2[C:35]([CH2:40][C:41]([OH:43])=O)=[N:36][CH:37]=[CH:38][CH:39]=2)C=NN=N1.C1C=C[C:47]2[N:52](O)[N:51]=[N:50]C=2C=1.C(Cl)CCl.CC[N:60](C(C)C)C(C)C, predict the reaction product. The product is: [F:28][C:19]([F:27])([C:20]1[CH:25]=[CH:24][CH:23]=[CH:22][N+:21]=1[O-:26])[CH2:18][NH:17][C:3]1[N:4]([CH2:9][O:10][CH2:11][CH2:12][Si:13]([CH3:16])([CH3:15])[CH3:14])[CH:5]=[CH:6][C:7](=[O:8])[C:2]=1[NH:1][C:41](=[O:43])[CH2:40][C:35]1[CH:34]=[C:39]([N:51]2[N:50]=[N:60][CH:47]=[N:52]2)[CH:38]=[CH:37][N:36]=1. (2) Given the reactants Br[C:2]1[CH:3]=[C:4]([C:8]2[CH:13]=[CH:12][CH:11]=[C:10]([C:14]3[C:19]4[S:20][C:21]5[CH:26]=[CH:25][CH:24]=[CH:23][C:22]=5[C:18]=4[CH:17]=[CH:16][CH:15]=3)[CH:9]=2)[CH:5]=[CH:6][CH:7]=1.C([Li])CCC.[B:32](OC)([O:35]C)[O:33]C.Cl, predict the reaction product. The product is: [CH:17]1[C:18]2[C:22]3[CH:23]=[CH:24][CH:25]=[CH:26][C:21]=3[S:20][C:19]=2[C:14]([C:10]2[CH:9]=[C:8]([C:4]3[CH:5]=[CH:6][CH:7]=[C:2]([B:32]([OH:35])[OH:33])[CH:3]=3)[CH:13]=[CH:12][CH:11]=2)=[CH:15][CH:16]=1. (3) The product is: [F:1][C:2]1[CH:7]=[CH:6][C:5]([C:8]2[N:13]=[C:12]3[CH:14]=[C:15]([CH:18]=[O:19])[N:16]([CH3:17])[C:11]3=[C:10]([C:20]3[CH:25]=[CH:24][C:23]([F:26])=[CH:22][CH:21]=3)[C:9]=2[C:27]2[CH:28]=[CH:29][N:30]=[CH:31][CH:32]=2)=[CH:4][CH:3]=1. Given the reactants [F:1][C:2]1[CH:7]=[CH:6][C:5]([C:8]2[N:13]=[C:12]3[CH:14]=[C:15]([CH2:18][OH:19])[N:16]([CH3:17])[C:11]3=[C:10]([C:20]3[CH:25]=[CH:24][C:23]([F:26])=[CH:22][CH:21]=3)[C:9]=2[C:27]2[CH:32]=[CH:31][N:30]=[CH:29][CH:28]=2)=[CH:4][CH:3]=1.CCOC(C)=O, predict the reaction product. (4) The product is: [C:22]([O:26][C:27]([N:29]1[CH2:34][CH2:33][N:32]([C:35]2[CH:36]=[N:37][C:38]([NH:41][C:7]3[N:8]=[CH:9][C:4]4[C:3]([CH3:21])=[C:2]([Br:1])[C:14](=[O:15])[N:13]([CH:16]5[CH2:20][CH2:19][CH2:18][CH2:17]5)[C:5]=4[N:6]=3)=[CH:39][CH:40]=2)[CH2:31][CH2:30]1)=[O:28])([CH3:25])([CH3:23])[CH3:24]. Given the reactants [Br:1][C:2]1[C:14](=[O:15])[N:13]([CH:16]2[CH2:20][CH2:19][CH2:18][CH2:17]2)[C:5]2[N:6]=[C:7](S(C)=O)[N:8]=[CH:9][C:4]=2[C:3]=1[CH3:21].[C:22]([O:26][C:27]([N:29]1[CH2:34][CH2:33][N:32]([C:35]2[CH:36]=[N:37][C:38]([NH2:41])=[CH:39][CH:40]=2)[CH2:31][CH2:30]1)=[O:28])([CH3:25])([CH3:24])[CH3:23], predict the reaction product. (5) The product is: [Cl:8][C:4]1[N:5]=[N:6][CH:7]=[C:2]([C:11]2[CH:12]=[C:13]([NH:16][C:17](=[O:28])[C:18]3[CH:23]=[CH:22][CH:21]=[C:20]([C:24]([F:25])([F:27])[F:26])[CH:19]=3)[CH:14]=[N:15][C:10]=2[CH3:9])[CH:3]=1. Given the reactants Br[C:2]1[CH:3]=[C:4]([Cl:8])[N:5]=[N:6][CH:7]=1.[CH3:9][C:10]1[N:15]=[CH:14][C:13]([NH:16][C:17](=[O:28])[C:18]2[CH:23]=[CH:22][CH:21]=[C:20]([C:24]([F:27])([F:26])[F:25])[CH:19]=2)=[CH:12][C:11]=1B1OC(C)(C)C(C)(C)O1.C(=O)([O-])[O-].[Na+].[Na+], predict the reaction product. (6) Given the reactants [CH3:1][C:2]1[CH:28]=[CH:27][C:5]([C:6]([NH:8][C:9]2[CH:14]=[CH:13][C:12]([CH2:15][N:16]3[CH2:21][CH2:20][N:19]([CH3:22])[CH2:18][CH2:17]3)=[C:11]([C:23]([F:26])([F:25])[F:24])[CH:10]=2)=[O:7])=[CH:4][C:3]=1[C:29]#[C:30][Si](C)(C)C.CCCC[N+](CCCC)(CCCC)CCCC.[F-], predict the reaction product. The product is: [C:29]([C:3]1[CH:4]=[C:5]([CH:27]=[CH:28][C:2]=1[CH3:1])[C:6]([NH:8][C:9]1[CH:14]=[CH:13][C:12]([CH2:15][N:16]2[CH2:17][CH2:18][N:19]([CH3:22])[CH2:20][CH2:21]2)=[C:11]([C:23]([F:24])([F:26])[F:25])[CH:10]=1)=[O:7])#[CH:30]. (7) Given the reactants FC(F)(F)OC1C=CC(N2CCNCC2)=CC=1.[CH3:18][O:19][C:20](=[O:51])[CH2:21][N:22]1[C:30]2[C:25](=[CH:26][CH:27]=[C:28]([S:31]([N:34]3[CH2:39][CH2:38][N:37]([C:40]4[CH:45]=[CH:44][C:43]([O:46][C:47]([F:50])([F:49])[F:48])=[CH:42][CH:41]=4)[CH2:36][CH2:35]3)(=[O:33])=[O:32])[CH:29]=2)[CH:24]=[CH:23]1.[Li+].[OH-].FC(F)(F)C1C=CC(C2CCNCC=2)=CC=1, predict the reaction product. The product is: [CH3:18][O:19][C:20](=[O:51])[CH2:21][N:22]1[C:30]2[C:25](=[CH:26][CH:27]=[C:28]([S:31]([N:34]3[CH2:39][CH2:38][N:37]([C:40]4[CH:41]=[CH:42][C:43]([O:46][C:47]([F:49])([F:50])[F:48])=[CH:44][CH:45]=4)[CH2:36][CH2:35]3)(=[O:33])=[O:32])[CH:29]=2)[CH:24]=[CH:23]1.[F:50][C:47]([F:48])([F:49])[O:46][C:43]1[CH:44]=[CH:45][C:40]([N:37]2[CH2:38][CH2:39][N:34]([S:31]([C:28]3[CH:29]=[C:30]4[C:25]([CH:24]=[CH:23][N:22]4[CH2:21][C:20]([OH:51])=[O:19])=[CH:26][CH:27]=3)(=[O:33])=[O:32])[CH2:35][CH2:36]2)=[CH:41][CH:42]=1. (8) The product is: [Cl:18][CH2:17][O:13][C:5]1[C:4]([CH:1]([CH3:3])[CH3:2])=[CH:9][CH:8]=[CH:7][C:6]=1[CH:10]([CH3:12])[CH3:11]. Given the reactants [CH:1]([C:4]1[CH:9]=[CH:8][CH:7]=[C:6]([CH:10]([CH3:12])[CH3:11])[C:5]=1[OH:13])([CH3:3])[CH3:2].[OH-].[Na+].Br[CH2:17][Cl:18], predict the reaction product.